Dataset: Forward reaction prediction with 1.9M reactions from USPTO patents (1976-2016). Task: Predict the product of the given reaction. (1) Given the reactants Cl[C:2]1[C:11]([Cl:12])=[N:10][C:9]2[C:4](=[CH:5][CH:6]=[CH:7][CH:8]=2)[N:3]=1.[CH3:13][C:14]1[CH:19]=[CH:18][C:17]([S:20]([NH2:23])(=[O:22])=[O:21])=[CH:16][CH:15]=1.C(=O)([O-])[O-].[K+].[K+], predict the reaction product. The product is: [Cl:12][C:11]1[C:2]([NH:23][S:20]([C:17]2[CH:18]=[CH:19][C:14]([CH3:13])=[CH:15][CH:16]=2)(=[O:21])=[O:22])=[N:3][C:4]2[C:9]([N:10]=1)=[CH:8][CH:7]=[CH:6][CH:5]=2. (2) Given the reactants C(=O)([O-])[O-].[K+].[K+].[OH:7][C:8]1[CH:9]=[CH:10][C:11]([N:19]2[C:23]([CH3:24])=[N:22][N:21]=[N:20]2)=[C:12]([CH:18]=1)[C:13]([O:15][CH2:16][CH3:17])=[O:14].[CH2:25](Br)[C:26]1[CH:31]=[CH:30][CH:29]=[CH:28][CH:27]=1, predict the reaction product. The product is: [CH2:25]([O:7][C:8]1[CH:9]=[CH:10][C:11]([N:19]2[C:23]([CH3:24])=[N:22][N:21]=[N:20]2)=[C:12]([CH:18]=1)[C:13]([O:15][CH2:16][CH3:17])=[O:14])[C:26]1[CH:31]=[CH:30][CH:29]=[CH:28][CH:27]=1. (3) The product is: [C:1]1([C:7]2[CH:8]=[C:9]([C:16]3[O:20][N:19]=[C:18]([C:21]4[CH:22]=[C:23]([CH2:26][N:27]5[CH2:30][CH:29]([C:31]([OH:33])=[O:32])[CH2:28]5)[O:24][CH:25]=4)[N:17]=3)[S:10][C:11]=2[C:12]([F:14])([F:13])[F:15])[CH:2]=[CH:3][CH:4]=[CH:5][CH:6]=1. Given the reactants [C:1]1([C:7]2[CH:8]=[C:9]([C:16]3[O:20][N:19]=[C:18]([C:21]4[CH:22]=[C:23]([CH2:26][N:27]5[CH2:30][CH:29]([C:31]([O:33]CC)=[O:32])[CH2:28]5)[O:24][CH:25]=4)[N:17]=3)[S:10][C:11]=2[C:12]([F:15])([F:14])[F:13])[CH:6]=[CH:5][CH:4]=[CH:3][CH:2]=1.O.[OH-].[Li+].C(O)(=O)C.C(O)(=O)C(O)=O, predict the reaction product.